Regression. Given a peptide amino acid sequence and an MHC pseudo amino acid sequence, predict their binding affinity value. This is MHC class II binding data. From a dataset of Peptide-MHC class II binding affinity with 134,281 pairs from IEDB. The peptide sequence is SEMFMPRSIGGPVSS. The MHC is DRB3_0301 with pseudo-sequence DRB3_0301. The binding affinity (normalized) is 0.379.